Dataset: NCI-60 drug combinations with 297,098 pairs across 59 cell lines. Task: Regression. Given two drug SMILES strings and cell line genomic features, predict the synergy score measuring deviation from expected non-interaction effect. (1) Drug 1: B(C(CC(C)C)NC(=O)C(CC1=CC=CC=C1)NC(=O)C2=NC=CN=C2)(O)O. Drug 2: CC1C(C(CC(O1)OC2CC(CC3=C2C(=C4C(=C3O)C(=O)C5=CC=CC=C5C4=O)O)(C(=O)C)O)N)O. Cell line: NCIH23. Synergy scores: CSS=53.1, Synergy_ZIP=-2.19, Synergy_Bliss=-3.01, Synergy_Loewe=0.252, Synergy_HSA=1.79. (2) Drug 1: CN1CCC(CC1)COC2=C(C=C3C(=C2)N=CN=C3NC4=C(C=C(C=C4)Br)F)OC. Drug 2: C1C(C(OC1N2C=C(C(=O)NC2=O)F)CO)O. Cell line: SNB-19. Synergy scores: CSS=35.0, Synergy_ZIP=1.21, Synergy_Bliss=2.69, Synergy_Loewe=-4.06, Synergy_HSA=3.67. (3) Drug 1: CS(=O)(=O)C1=CC(=C(C=C1)C(=O)NC2=CC(=C(C=C2)Cl)C3=CC=CC=N3)Cl. Drug 2: COC1=C(C=C2C(=C1)N=CN=C2NC3=CC(=C(C=C3)F)Cl)OCCCN4CCOCC4. Cell line: HCC-2998. Synergy scores: CSS=32.9, Synergy_ZIP=5.29, Synergy_Bliss=10.7, Synergy_Loewe=8.24, Synergy_HSA=10.6. (4) Drug 1: CC12CCC3C(C1CCC2O)C(CC4=C3C=CC(=C4)O)CCCCCCCCCS(=O)CCCC(C(F)(F)F)(F)F. Cell line: A498. Synergy scores: CSS=68.9, Synergy_ZIP=2.72, Synergy_Bliss=2.79, Synergy_Loewe=-4.02, Synergy_HSA=5.77. Drug 2: CC1C(C(CC(O1)OC2CC(CC3=C2C(=C4C(=C3O)C(=O)C5=CC=CC=C5C4=O)O)(C(=O)C)O)N)O. (5) Drug 1: CC1=C(C(=O)C2=C(C1=O)N3CC4C(C3(C2COC(=O)N)OC)N4)N. Drug 2: CC1C(C(CC(O1)OC2CC(CC3=C2C(=C4C(=C3O)C(=O)C5=CC=CC=C5C4=O)O)(C(=O)C)O)N)O. Cell line: MDA-MB-435. Synergy scores: CSS=58.4, Synergy_ZIP=-3.42, Synergy_Bliss=-0.0651, Synergy_Loewe=-17.8, Synergy_HSA=2.04. (6) Drug 1: CC(CN1CC(=O)NC(=O)C1)N2CC(=O)NC(=O)C2. Drug 2: CS(=O)(=O)CCNCC1=CC=C(O1)C2=CC3=C(C=C2)N=CN=C3NC4=CC(=C(C=C4)OCC5=CC(=CC=C5)F)Cl. Cell line: COLO 205. Synergy scores: CSS=48.7, Synergy_ZIP=1.46, Synergy_Bliss=1.78, Synergy_Loewe=-1.68, Synergy_HSA=-0.643. (7) Drug 1: CC12CCC(CC1=CCC3C2CCC4(C3CC=C4C5=CN=CC=C5)C)O. Drug 2: CN(CCCl)CCCl.Cl. Cell line: NCI-H322M. Synergy scores: CSS=-2.33, Synergy_ZIP=3.60, Synergy_Bliss=4.59, Synergy_Loewe=0.383, Synergy_HSA=1.04. (8) Drug 1: CC1=CC2C(CCC3(C2CCC3(C(=O)C)OC(=O)C)C)C4(C1=CC(=O)CC4)C. Drug 2: C1CNP(=O)(OC1)N(CCCl)CCCl. Cell line: LOX IMVI. Synergy scores: CSS=4.59, Synergy_ZIP=2.92, Synergy_Bliss=6.00, Synergy_Loewe=5.41, Synergy_HSA=4.72.